This data is from Human Reference Interactome with 51,813 positive PPI pairs across 8,248 proteins, plus equal number of experimentally-validated negative pairs. The task is: Binary Classification. Given two protein amino acid sequences, predict whether they physically interact or not. (1) Protein 1 (ENSG00000130558) has sequence MPGRWRWQRDMHPARKLLSLLFLILMGTELTQVLPTNPEESWQVYSSAQDSEGRCICTVVAPQQTMCSRDARTKQLRQLLEKVQNMSQSIEVLDRRTQRDLQYVEKMENQMKGLESKFKQVEESHKQHLARQFKAIKAKMDELRPLIPVLEEYKADAKLVLQFKEEVQNLTSVLNELQEEIGAYDYDELQSRVSNLEERLRACMQKLACGKLTGISDPVTVKTSGSRFGSWMTDPLAPEGDNRVWYMDGYHNNRFVREYKSMVDFMNTDNFTSHRLPHPWSGTGQVVYNGSIYFNKFQSH.... Protein 2 (ENSG00000197870) has sequence MLLILLSVALLALSSAQSLNEDVSQEESPSVISGKPEGRRPQGGNQPQRTPPPPGKPEGRPPQGGNQSQGPPPRPGKPEGPPPQGGNQSQGPPPRPGKPEGQPPQGGNQSQGPPPRPGKPEGPPPQGGNQSQGPPPRPGKPEGPPPQGGNQSQGPPPRPGKPEGPPPQGGNQSQGPPPHPGKPEGPPPQGGNQSQGPPPRPGKPEGPPPQGGNQSQGPPPRPGKPEGPPSQGGNKPQGPPPHPGKPQGPPPQEGNKPQRPPPPGRPQGPPPPGGNPQQPLPPPAGKPQGPPPPPQGGRPH.... Result: 0 (the proteins do not interact). (2) Protein 1 (ENSG00000033122) has sequence MQCLEMTTKRKIIGRLVPCRCFRGEEEIISVLDYSHCSLQQVPKEVFNFERTLEELYLDANQIEELPKQLFNCQALRKLSIPDNDLSNLPTTIASLVNLKELDISKNGVQEFPENIKCCKCLTIIEASVNPISKLPDGFTQLLNLTQLYLNDAFLEFLPANFGRLVKLRILELRENHLKTLPKSMHKLAQLERLDLGNNEFGELPEVLDQIQNLRELWMDNNALQVLPGSIGKLKMLVYLDMSKNRIETVDMDISGCEALEDLLLSSNMLQQLPDSIGLLKKLTTLKVDDNQLTMLPNTI.... Protein 2 (ENSG00000230178) has sequence MDGENHSVVSEFLFLGLTHSWEIQLLLLVFSSVLYVASITGNILIVFSVTTDPHLHSPMYFLLASLSFIDLGACSVTSPKMIYDLFRKRKVISFGGCIAQIFFIHVVGGVEMVLLIAMAFDRYVALCKPLHYLTIMSPRMCLSFLAVAWTLGVSHSLFQLAFLVNLAFCGPNVLDSFYCDLPRLLRLACTDTYRLQFMVTVNSGFICVGTFFILLISYVFILFTVWKHSSGGSSKALSTLSAHSTVVLLFFGPPMFVYTRPHPNSQMDKFLAIFDAVLTPFLNPVVYTFRNKEMKAAIKR.... Result: 0 (the proteins do not interact). (3) Protein 1 (ENSG00000126545) has sequence MRLLILTCLVAVALARPKLPLRYPERLQNPSESSEPIPLESREEYMNGMNRQRNILREKQTDEIKDTRNESTQNCVVAEPEKMESSISSSSEEMSLSKCAEQFCRLNEYNQLQLQAAHAQEQIRRMNENSHVQVPFQQLNQLAAYPYAVWYYPQIMQYVPFPPFSDISNPTAHENYEKNNVMLQW*MRLLILTCLVAVALARPKLPLRYPERLQNPSESSEPIPLESREEYMNGMNRRNILREKQTDEIKDTRNESTQNCVVAEPEKMESSISSSSEEQFCRLNEYNQLQLQAAHAQEQI.... Protein 2 (ENSG00000157890) has sequence MHTPSIRSITHDAQTSSTGSSAPGTALCTEECVHGRCVSPDTCHCEPGWGGPDCSSGCDSDHWGPHCSNRCQCQNGALCNPITGACVCAAGFRGWRCEELCAPGTHGKGCQLPCQCRHGASCDPRAGECLCAPGYTGVYCEELCPPGSHGAHCELRCPCQNGGTCHHITGECACPPGWTGAVCAQPCPPGTFGQNCSQDCPCHHGGQCDHVTGQCHCTAGYMGDRCQEECPFGSFGFQCSQHCDCHNGGQCSPTTGACECEPGYKGPRCQERLCPEGLHGPGCTLPCPCDADNTISCHPV.... Result: 0 (the proteins do not interact). (4) Protein 1 (ENSG00000164576) has sequence MNGFSTEEDSREGPPAAPAAAAPGYGQSCCLIEDGERCVRPAGNASFSKRVQKSISQKKLKLDIDKSVRHLYICDFHKNFIQSVRNKRKRKTSDDGGDSPEHDTDIPEVDLFQLQVNTLRRYKRHYKLQTRPGFNKAQLAETVSRHFRNIPVNEKETLAYFIYMVKSNKSRLDQKSEGGKQLE*MNGFSTEEDSREGPPAAPAAAAPGYGQSCCLIEDGERCVRPAGNASFSKRVQKSISQKKLKLDIDKSLQVNTLRRYKRHYKLQTRPGFNKAQLAETVSRHFRNIPVNEKETLAYFI.... Protein 2 (ENSG00000164163) has sequence MADKLTRIAIVNHDKCKPKKCRQECKKSCPVVRMGKLCIEVTPQSKIAWISETLCIGCGICIKKCPFGALSIVNLPSNLEKETTHRYCANAFKLHRLPIPRPGEVLGLVGTNGIGKSTALKILAGKQKPNLGKYDDPPDWQEILTYFRGSELQNYFTKILEDDLKAIIKPQYVDQIPKAAKGTVGSILDRKDETKTQAIVCQQLDLTHLKERNVEDLSGGELQRFACAVVCIQKADIFMFDEPSSYLDVKQRLKAAITIRSLINPDRYIIVVEHDLSVLDYLSDFICCLYGVPSAYGVVT.... Result: 0 (the proteins do not interact).